Dataset: Catalyst prediction with 721,799 reactions and 888 catalyst types from USPTO. Task: Predict which catalyst facilitates the given reaction. (1) Reactant: C([O:8][C:9]1[CH:37]=[CH:36][C:12]([C:13]([NH:15][C:16]2([C:19](=[O:35])[NH:20][C@@H:21]3[CH2:27][CH2:26][C:25]4[CH:28]=[CH:29][CH:30]=[CH:31][C:24]=4[N:23]4[CH:32]=[CH:33][N:34]=[C:22]34)[CH2:18][CH2:17]2)=[O:14])=[CH:11][CH:10]=1)C1C=CC=CC=1. Product: [CH:32]1[N:23]2[C:24]3[CH:31]=[CH:30][CH:29]=[CH:28][C:25]=3[CH2:26][CH2:27][C@@H:21]([NH:20][C:19]([C:16]3([NH:15][C:13](=[O:14])[C:12]4[CH:11]=[CH:10][C:9]([OH:8])=[CH:37][CH:36]=4)[CH2:17][CH2:18]3)=[O:35])[C:22]2=[N:34][CH:33]=1. The catalyst class is: 29. (2) Reactant: [CH3:1][O:2][C:3]1[CH:4]=[C:5]2[C:10](=[CH:11][CH:12]=1)[C:9](=[O:13])[N:8]([CH2:14][CH2:15][NH:16]C(=O)OC(C)(C)C)[C:7]([CH3:24])=[C:6]2[C:25]1[CH:30]=[CH:29][CH:28]=[CH:27][CH:26]=1. Product: [NH2:16][CH2:15][CH2:14][N:8]1[C:7]([CH3:24])=[C:6]([C:25]2[CH:26]=[CH:27][CH:28]=[CH:29][CH:30]=2)[C:5]2[C:10](=[CH:11][CH:12]=[C:3]([O:2][CH3:1])[CH:4]=2)[C:9]1=[O:13]. The catalyst class is: 25. (3) Reactant: [CH3:1][CH:2]([N:10]1[C:18](=[O:19])[C:17]2[C:12](=[CH:13][CH:14]=[CH:15][CH:16]=2)[C:11]1=[O:20])[CH:3](OS(C)(=O)=O)[CH3:4].[Cl:21][C:22]1[CH:23]=[C:24]([C:28]#[N:29])[NH:25][C:26]=1[CH3:27].C([O-])([O-])=O.[K+].[K+]. Product: [Cl:21][C:22]1[CH:23]=[C:24]([C:28]#[N:29])[N:25]([CH2:4][CH2:3][CH:2]([N:10]2[C:18](=[O:19])[C:17]3[C:12](=[CH:13][CH:14]=[CH:15][CH:16]=3)[C:11]2=[O:20])[CH3:1])[C:26]=1[CH3:27]. The catalyst class is: 215. (4) Reactant: Cl.[NH2:2][C@@H:3]([CH2:17][CH2:18][CH3:19])[CH2:4][NH:5][C:6]([C:8]1[C:13]([NH2:14])=[N:12][C:11]([NH2:15])=[C:10]([Cl:16])[N:9]=1)=[O:7].[CH3:20][O:21][C:22]1[CH:27]=[CH:26][C:25]([CH2:28][CH2:29][CH:30]=O)=[CH:24][CH:23]=1.C(O[BH-](OC(=O)C)OC(=O)C)(=O)C.[Na+].[OH-].[Na+]. Product: [ClH:16].[CH3:20][O:21][C:22]1[CH:27]=[CH:26][C:25]([CH2:28][CH2:29][CH2:30][NH:2][C@@H:3]([CH2:17][CH2:18][CH3:19])[CH2:4][NH:5][C:6]([C:8]2[C:13]([NH2:14])=[N:12][C:11]([NH2:15])=[C:10]([Cl:16])[N:9]=2)=[O:7])=[CH:24][CH:23]=1. The catalyst class is: 2. (5) Reactant: C([O:4][CH2:5][C:6]1[CH:11]=[CH:10][CH:9]=[C:8]([C:12]([N:14]2[CH2:19][CH2:18][O:17][CH2:16][CH2:15]2)=[O:13])[N:7]=1)(=O)C.[OH-].[K+]. Product: [OH:4][CH2:5][C:6]1[N:7]=[C:8]([C:12]([N:14]2[CH2:15][CH2:16][O:17][CH2:18][CH2:19]2)=[O:13])[CH:9]=[CH:10][CH:11]=1. The catalyst class is: 8.